From a dataset of Forward reaction prediction with 1.9M reactions from USPTO patents (1976-2016). Predict the product of the given reaction. (1) The product is: [CH3:16][N:15]([CH3:17])[C:6]1([C:9]2[CH:10]=[CH:11][CH:12]=[CH:13][CH:14]=2)[CH2:5][CH2:4][CH:3]([CH2:2][NH:1][C:49](=[O:50])[CH2:48][CH2:47][CH2:46][C:40]2[C:39]3[C:43](=[CH:44][CH:45]=[C:37]([F:36])[CH:38]=3)[NH:42][CH:41]=2)[CH2:8][CH2:7]1. Given the reactants [NH2:1][CH2:2][CH:3]1[CH2:8][CH2:7][C:6]([N:15]([CH3:17])[CH3:16])([C:9]2[CH:14]=[CH:13][CH:12]=[CH:11][CH:10]=2)[CH2:5][CH2:4]1.[Cl-].COC1N=C(OC)N=C([N+]2(C)CCOCC2)N=1.[F:36][C:37]1[CH:38]=[C:39]2[C:43](=[CH:44][CH:45]=1)[NH:42][CH:41]=[C:40]2[CH2:46][CH2:47][CH2:48][C:49](O)=[O:50], predict the reaction product. (2) The product is: [CH:21]1([N:20]([CH3:19])[C:2]2[N:7]=[CH:6][N:5]=[C:4]([C:8]([NH:10][C:11]3[CH:16]=[CH:15][C:14]([OH:17])=[CH:13][C:12]=3[CH3:18])=[O:9])[CH:3]=2)[CH2:26][CH2:25][CH2:24][CH2:23][CH2:22]1. Given the reactants Cl[C:2]1[N:7]=[CH:6][N:5]=[C:4]([C:8]([NH:10][C:11]2[CH:16]=[CH:15][C:14]([OH:17])=[CH:13][C:12]=2[CH3:18])=[O:9])[CH:3]=1.[CH3:19][NH:20][CH:21]1[CH2:26][CH2:25][CH2:24][CH2:23][CH2:22]1, predict the reaction product.